From a dataset of Forward reaction prediction with 1.9M reactions from USPTO patents (1976-2016). Predict the product of the given reaction. (1) Given the reactants [CH3:1][O:2][C:3]1[CH:8]=[CH:7][C:6]([CH2:9][C:10]2[C:19]3[C:14](=[CH:15][CH:16]=[CH:17][CH:18]=3)[C:13](=[O:20])[N:12]([CH2:21][C@H:22]3[CH2:26][CH2:25][CH2:24][N:23]3C(OC(C)(C)C)=O)[N:11]=2)=[CH:5][CH:4]=1.C(O)(C(F)(F)F)=O, predict the reaction product. The product is: [CH3:1][O:2][C:3]1[CH:4]=[CH:5][C:6]([CH2:9][C:10]2[C:19]3[C:14](=[CH:15][CH:16]=[CH:17][CH:18]=3)[C:13](=[O:20])[N:12]([CH2:21][C@H:22]3[CH2:26][CH2:25][CH2:24][NH:23]3)[N:11]=2)=[CH:7][CH:8]=1. (2) Given the reactants [CH2:1]([NH:8][C:9]1[C:10]2[CH:18]=[C:17]([C:19]([O:21][CH2:22][CH3:23])=[O:20])[C:16](=[O:24])[N:15]([O:25]CC3C=CC=CC=3)[C:11]=2[N:12]=[CH:13][N:14]=1)[C:2]1[CH:7]=[CH:6][CH:5]=[CH:4][CH:3]=1.CO.[H][H], predict the reaction product. The product is: [CH2:1]([NH:8][C:9]1[C:10]2[CH:18]=[C:17]([C:19]([O:21][CH2:22][CH3:23])=[O:20])[C:16](=[O:24])[N:15]([OH:25])[C:11]=2[N:12]=[CH:13][N:14]=1)[C:2]1[CH:7]=[CH:6][CH:5]=[CH:4][CH:3]=1. (3) The product is: [CH3:1][C:2]1[C:6]([C:7]2[C:8]([O:21][CH3:22])=[CH:9][C:10]3[C:11]4[N:19]([CH2:31][C:32]5[C:37]([CH3:38])=[CH:36][CH:35]=[CH:34][C:33]=5[F:39])[C:18](=[O:20])[O:17][C:12]=4[CH:13]=[N:14][C:15]=3[CH:16]=2)=[C:5]([CH3:23])[O:4][N:3]=1. Given the reactants [CH3:1][C:2]1[C:6]([C:7]2[C:8]([O:21][CH3:22])=[CH:9][C:10]3[C:11]4[NH:19][C:18](=[O:20])[O:17][C:12]=4[CH:13]=[N:14][C:15]=3[CH:16]=2)=[C:5]([CH3:23])[O:4][N:3]=1.C([O-])([O-])=O.[Cs+].[Cs+].Br[CH2:31][C:32]1[C:37]([CH3:38])=[CH:36][CH:35]=[CH:34][C:33]=1[F:39], predict the reaction product.